From a dataset of NCI-60 drug combinations with 297,098 pairs across 59 cell lines. Regression. Given two drug SMILES strings and cell line genomic features, predict the synergy score measuring deviation from expected non-interaction effect. Drug 1: C1=CC(=CC=C1CCC2=CNC3=C2C(=O)NC(=N3)N)C(=O)NC(CCC(=O)O)C(=O)O. Drug 2: C(CCl)NC(=O)N(CCCl)N=O. Cell line: HCT-15. Synergy scores: CSS=42.0, Synergy_ZIP=-0.465, Synergy_Bliss=-2.45, Synergy_Loewe=-22.4, Synergy_HSA=-1.89.